This data is from NCI-60 drug combinations with 297,098 pairs across 59 cell lines. The task is: Regression. Given two drug SMILES strings and cell line genomic features, predict the synergy score measuring deviation from expected non-interaction effect. (1) Drug 1: CN(C)C1=NC(=NC(=N1)N(C)C)N(C)C. Drug 2: C1=CC(=CC=C1CC(C(=O)O)N)N(CCCl)CCCl.Cl. Cell line: SK-MEL-5. Synergy scores: CSS=5.82, Synergy_ZIP=0.599, Synergy_Bliss=7.60, Synergy_Loewe=-3.89, Synergy_HSA=0.204. (2) Drug 1: CC1CCC2CC(C(=CC=CC=CC(CC(C(=O)C(C(C(=CC(C(=O)CC(OC(=O)C3CCCCN3C(=O)C(=O)C1(O2)O)C(C)CC4CCC(C(C4)OC)O)C)C)O)OC)C)C)C)OC. Drug 2: CS(=O)(=O)OCCCCOS(=O)(=O)C. Cell line: SW-620. Synergy scores: CSS=23.4, Synergy_ZIP=-7.08, Synergy_Bliss=-2.92, Synergy_Loewe=-10.1, Synergy_HSA=-1.21. (3) Drug 1: C1C(C(OC1N2C=C(C(=O)NC2=O)F)CO)O. Drug 2: N.N.Cl[Pt+2]Cl. Cell line: OVCAR-4. Synergy scores: CSS=28.7, Synergy_ZIP=-1.53, Synergy_Bliss=-1.09, Synergy_Loewe=-6.66, Synergy_HSA=-2.10. (4) Drug 1: COC1=C(C=C2C(=C1)N=CN=C2NC3=CC(=C(C=C3)F)Cl)OCCCN4CCOCC4. Drug 2: CCCS(=O)(=O)NC1=C(C(=C(C=C1)F)C(=O)C2=CNC3=C2C=C(C=N3)C4=CC=C(C=C4)Cl)F. Cell line: A549. Synergy scores: CSS=24.2, Synergy_ZIP=0.374, Synergy_Bliss=0.788, Synergy_Loewe=-3.19, Synergy_HSA=0.199. (5) Drug 1: CC1C(C(=O)NC(C(=O)N2CCCC2C(=O)N(CC(=O)N(C(C(=O)O1)C(C)C)C)C)C(C)C)NC(=O)C3=C4C(=C(C=C3)C)OC5=C(C(=O)C(=C(C5=N4)C(=O)NC6C(OC(=O)C(N(C(=O)CN(C(=O)C7CCCN7C(=O)C(NC6=O)C(C)C)C)C)C(C)C)C)N)C. Drug 2: C1CN1P(=S)(N2CC2)N3CC3. Cell line: UACC62. Synergy scores: CSS=24.7, Synergy_ZIP=-6.14, Synergy_Bliss=-1.58, Synergy_Loewe=-0.0701, Synergy_HSA=-0.134. (6) Cell line: SR. Drug 2: C(CN)CNCCSP(=O)(O)O. Drug 1: C1=CC(=CC=C1CC(C(=O)O)N)N(CCCl)CCCl.Cl. Synergy scores: CSS=59.0, Synergy_ZIP=0.834, Synergy_Bliss=-2.03, Synergy_Loewe=-15.2, Synergy_HSA=0.566.